From a dataset of Retrosynthesis with 50K atom-mapped reactions and 10 reaction types from USPTO. Predict the reactants needed to synthesize the given product. Given the product NCCNc1ccnc2c1CC1(CN3CCC1CC3)O2, predict the reactants needed to synthesize it. The reactants are: Clc1ccnc2c1CC1(CN3CCC1CC3)O2.NCCN.